From a dataset of Full USPTO retrosynthesis dataset with 1.9M reactions from patents (1976-2016). Predict the reactants needed to synthesize the given product. (1) Given the product [NH2:26][CH2:27][CH:28]([OH:31])[CH2:29][NH:30][C:2]1[C:11]2[C:6](=[CH:7][CH:8]=[C:9]([CH3:12])[CH:10]=2)[N:5]=[C:4]([N:13]2[CH2:19][C:18]3[CH:20]=[CH:21][CH:22]=[CH:23][C:17]=3[S:16](=[O:25])(=[O:24])[CH2:15][CH2:14]2)[CH:3]=1, predict the reactants needed to synthesize it. The reactants are: Cl[C:2]1[C:11]2[C:6](=[CH:7][CH:8]=[C:9]([CH3:12])[CH:10]=2)[N:5]=[C:4]([N:13]2[CH2:19][C:18]3[CH:20]=[CH:21][CH:22]=[CH:23][C:17]=3[S:16](=[O:25])(=[O:24])[CH2:15][CH2:14]2)[CH:3]=1.[NH2:26][CH2:27][CH:28]([OH:31])[CH2:29][NH2:30]. (2) The reactants are: C(OC([N:8]1[CH2:13][CH2:12][N:11]([C:14]([O:16][CH2:17][C:18]2[CH:23]=[CH:22][CH:21]=[CH:20][CH:19]=2)=[O:15])[C@@H:10]([C:24](=[O:36])[NH:25][CH2:26][C:27]2[CH:32]=[CH:31][C:30]([CH2:33][CH2:34][CH3:35])=[CH:29][CH:28]=2)[CH2:9]1)=O)(C)(C)C.Cl.O1CCOCC1. Given the product [CH2:17]([O:16][C:14]([N:11]1[CH2:12][CH2:13][NH:8][CH2:9][C@@H:10]1[C:24](=[O:36])[NH:25][CH2:26][C:27]1[CH:32]=[CH:31][C:30]([CH2:33][CH2:34][CH3:35])=[CH:29][CH:28]=1)=[O:15])[C:18]1[CH:23]=[CH:22][CH:21]=[CH:20][CH:19]=1, predict the reactants needed to synthesize it. (3) Given the product [Cl:13][C:14]1[C:19]([Cl:20])=[CH:18][CH:17]=[CH:16][C:15]=1[O:9][CH:6]1[CH2:7][CH2:8][N:2]([CH3:1])[CH2:3][C:4]2[O:12][CH:11]=[CH:10][C:5]1=2, predict the reactants needed to synthesize it. The reactants are: [CH3:1][N:2]1[CH2:8][CH2:7][CH:6]([OH:9])[C:5]2[CH:10]=[CH:11][O:12][C:4]=2[CH2:3]1.[Cl:13][C:14]1[C:19]([Cl:20])=[CH:18][CH:17]=[CH:16][C:15]=1F. (4) The reactants are: CS(O[CH2:6][CH2:7][C:8]1[CH:13]=[CH:12][CH:11]=[CH:10][C:9]=1[Br:14])(=O)=O.[CH2:15]([O:17][CH2:18][CH2:19][NH2:20])[CH3:16].C(=O)([O-])[O-].[K+].[K+]. Given the product [Br:14][C:9]1[CH:10]=[CH:11][CH:12]=[CH:13][C:8]=1[CH2:7][CH2:6][NH:20][CH2:19][CH2:18][O:17][CH2:15][CH3:16], predict the reactants needed to synthesize it.